Dataset: Full USPTO retrosynthesis dataset with 1.9M reactions from patents (1976-2016). Task: Predict the reactants needed to synthesize the given product. (1) Given the product [Cl:17][C:18]1[CH:31]=[C:30]([NH:32][C:14](=[O:15])[C:13]#[C:12][C:3]2[CH:4]=[CH:5][C:6]([C:8]([F:11])([F:10])[F:9])=[CH:7][C:2]=2[Cl:1])[CH:29]=[CH:28][C:19]=1[O:20][CH2:21][CH2:22][N:23]([CH2:26][CH3:27])[CH2:24][CH3:25], predict the reactants needed to synthesize it. The reactants are: [Cl:1][C:2]1[CH:7]=[C:6]([C:8]([F:11])([F:10])[F:9])[CH:5]=[CH:4][C:3]=1[C:12]#[C:13][C:14](Cl)=[O:15].[Cl:17][C:18]1[CH:31]=[C:30]([NH2:32])[CH:29]=[CH:28][C:19]=1[O:20][CH2:21][CH2:22][N:23]([CH2:26][CH3:27])[CH2:24][CH3:25].ClCCl.CO.N. (2) Given the product [C:22]([Si:9]([O:8][CH2:7][C:6]1[CH:26]=[C:2]([C:41]([O:43][CH2:44][CH3:45])=[CH2:42])[C:3]([O:32][CH2:33][O:34][CH3:35])=[CH:4][C:5]=1[O:27][CH2:28][CH:29]1[CH2:31][CH2:30]1)([C:16]1[CH:21]=[CH:20][CH:19]=[CH:18][CH:17]=1)[C:10]1[CH:15]=[CH:14][CH:13]=[CH:12][CH:11]=1)([CH3:23])([CH3:25])[CH3:24], predict the reactants needed to synthesize it. The reactants are: Br[C:2]1[C:3]([O:32][CH2:33][O:34][CH3:35])=[CH:4][C:5]([O:27][CH2:28][CH:29]2[CH2:31][CH2:30]2)=[C:6]([CH:26]=1)[CH2:7][O:8][Si:9]([C:22]([CH3:25])([CH3:24])[CH3:23])([C:16]1[CH:21]=[CH:20][CH:19]=[CH:18][CH:17]=1)[C:10]1[CH:15]=[CH:14][CH:13]=[CH:12][CH:11]=1.C([Sn](CCCC)(CCCC)[C:41]([O:43][CH2:44][CH3:45])=[CH2:42])CCC.CN1CCCC1=O. (3) The reactants are: OC(C(F)(F)F)=O.[N+:8]([C:11]1[CH:12]=[CH:13][C:14]([N:19]2[CH2:24][CH2:23][NH:22][CH2:21][CH2:20]2)=[C:15]([CH:18]=1)[C:16]#[N:17])([O-:10])=[O:9].Br[CH:26]([C:33]1[CH:38]=[CH:37][CH:36]=[CH:35][CH:34]=1)[C:27]1[CH:32]=[CH:31][CH:30]=[CH:29][CH:28]=1.C(=O)([O-])[O-].[K+].[K+].O. Given the product [CH:26]([N:22]1[CH2:21][CH2:20][N:19]([C:14]2[CH:13]=[CH:12][C:11]([N+:8]([O-:10])=[O:9])=[CH:18][C:15]=2[C:16]#[N:17])[CH2:24][CH2:23]1)([C:27]1[CH:32]=[CH:31][CH:30]=[CH:29][CH:28]=1)[C:33]1[CH:38]=[CH:37][CH:36]=[CH:35][CH:34]=1, predict the reactants needed to synthesize it. (4) Given the product [Br:1][C:2]1[C:3]([F:20])=[CH:4][C:5]2[O:11][CH2:10][CH2:9][N:8]3[C:12]([C:31]4[CH:32]=[N:28][NH:29][CH:30]=4)=[C:13]([C:15]([NH2:17])=[O:16])[N:14]=[C:7]3[C:6]=2[CH:19]=1, predict the reactants needed to synthesize it. The reactants are: [Br:1][C:2]1[C:3]([F:20])=[CH:4][C:5]2[O:11][CH2:10][CH2:9][N:8]3[C:12](I)=[C:13]([C:15]([NH2:17])=[O:16])[N:14]=[C:7]3[C:6]=2[CH:19]=1.C([N:28]1[CH:32]=[C:31](B2OC(C)(C)C(C)(C)O2)[CH:30]=[N:29]1)(OC(C)(C)C)=O. (5) Given the product [CH3:16][C:3]1([C:12]([O:14][CH3:15])=[O:13])[CH2:4][CH:5]=[C:6]([CH2:7][CH2:8][CH2:9][CH2:10][CH3:11])[C:2]1=[O:1], predict the reactants needed to synthesize it. The reactants are: [O:1]=[C:2]1[C:6]([CH2:7][CH2:8][CH2:9][CH2:10][CH3:11])=[CH:5][CH2:4][CH:3]1[C:12]([O:14][CH3:15])=[O:13].[C:16](=O)([O-])[O-].[K+].[K+].CI. (6) Given the product [Cl:3][C:4]1[N:9]=[CH:8][C:7]([CH:10]([OH:28])[CH:11]([CH2:17][C:18]2[CH:19]=[CH:20][C:21]([C:24]([F:25])([F:26])[F:27])=[CH:22][CH:23]=2)[C:12]([O:14][CH2:15][CH3:16])=[O:13])=[CH:6][CH:5]=1, predict the reactants needed to synthesize it. The reactants are: [BH4-].[Na+].[Cl:3][C:4]1[N:9]=[CH:8][C:7]([C:10](=[O:28])[CH:11]([CH2:17][C:18]2[CH:23]=[CH:22][C:21]([C:24]([F:27])([F:26])[F:25])=[CH:20][CH:19]=2)[C:12]([O:14][CH2:15][CH3:16])=[O:13])=[CH:6][CH:5]=1.Cl. (7) Given the product [NH2:26][C:11]1[N:10]=[CH:9][N:8]=[C:7]2[C:12]=1[N:13]=[C:14]([S:15][C:16]1[C:24]([I:25])=[CH:23][C:19]3[O:20][CH2:21][O:22][C:18]=3[CH:17]=1)[N:6]2[CH2:5][CH2:4][CH2:3][CH2:2][NH:1][C:74](=[O:75])[CH2:73][CH2:72][CH2:71][CH2:70][CH2:69][NH:68][C:62]1[C:63]2=[N:64][O:65][N:66]=[C:67]2[C:59]([N+:56]([O-:58])=[O:57])=[CH:60][CH:61]=1, predict the reactants needed to synthesize it. The reactants are: [NH2:1][CH2:2][CH2:3][CH2:4][CH2:5][N:6]1[C:14]([S:15][C:16]2[C:24]([I:25])=[CH:23][C:19]3[O:20][CH2:21][O:22][C:18]=3[CH:17]=2)=[N:13][C:12]2[C:7]1=[N:8][CH:9]=[N:10][C:11]=2[NH2:26].ON1C(=O)C2C=CC=CC=2N=N1.C(N=C=NC(C)C)(C)C.C(N1CCOCC1)C.[N+:56]([C:59]1[C:67]2[C:63](=[N:64][O:65][N:66]=2)[C:62]([NH:68][CH2:69][CH2:70][CH2:71][CH2:72][CH2:73][C:74](O)=[O:75])=[CH:61][CH:60]=1)([O-:58])=[O:57]. (8) Given the product [Br:1][C:2]1[CH:7]=[C:6]([C:5]([F:28])=[CH:4][CH:3]=1)[CH2:8][C@@H:9]([C:10]([O:12][CH2:13][C:14]1[CH:15]=[CH:16][CH:17]=[CH:18][CH:19]=1)=[O:11])[NH:20][C:21]([O:23][C:24]([CH3:26])([CH3:25])[CH3:27])=[O:22], predict the reactants needed to synthesize it. The reactants are: [Br:1][C:2]1[CH:3]=[CH:4][C:5]([F:28])=[C:6](/[CH:8]=[C:9](\[NH:20][C:21]([O:23][C:24]([CH3:27])([CH3:26])[CH3:25])=[O:22])/[C:10]([O:12][CH2:13][C:14]2[CH:19]=[CH:18][CH:17]=[CH:16][CH:15]=2)=[O:11])[CH:7]=1.[H][H].